This data is from Forward reaction prediction with 1.9M reactions from USPTO patents (1976-2016). The task is: Predict the product of the given reaction. (1) Given the reactants C([O:8][C:9]1[C:14]2[NH:15][C:16](=[O:19])[CH2:17][O:18][C:13]=2[C:12]([C:20](=[O:24])[CH:21](O)O)=[CH:11][CH:10]=1)C1C=CC=CC=1.[CH:25]1[C:34]2[C:29](=[CH:30][CH:31]=[CH:32][CH:33]=2)[CH:28]=[CH:27][C:26]=1[CH2:35][CH2:36][C:37]1([NH2:40])[CH2:39][CH2:38]1, predict the reaction product. The product is: [OH:8][C:9]1[C:14]2[NH:15][C:16](=[O:19])[CH2:17][O:18][C:13]=2[C:12]([CH:20]([OH:24])[CH2:21][NH:40][C:37]2([CH2:36][CH2:35][C:26]3[CH:27]=[CH:28][C:29]4[C:34](=[CH:33][CH:32]=[CH:31][CH:30]=4)[CH:25]=3)[CH2:39][CH2:38]2)=[CH:11][CH:10]=1. (2) Given the reactants Cl[C:2]1[CH:3]=[C:4]2[CH:10]=[C:9]([CH:11]3[CH2:14][CH2:13][CH2:12]3)[NH:8][C:5]2=[CH:6][N:7]=1.[NH3:15].O, predict the reaction product. The product is: [CH:11]1([C:9]2[NH:8][C:5]3=[CH:6][N:7]=[C:2]([NH2:15])[CH:3]=[C:4]3[CH:10]=2)[CH2:14][CH2:13][CH2:12]1. (3) Given the reactants CC1(C)[O:6][C@H:5]([CH2:7][O:8][C:9]2[CH:14]=[CH:13][C:12]([C:15]([C:20]3[CH:25]=[CH:24][C:23](/[C:26](/[CH3:34])=[CH:27]/[C:28]([CH2:32][CH3:33])([OH:31])[CH2:29][CH3:30])=[C:22]([CH3:35])[CH:21]=3)([CH2:18][CH3:19])[CH2:16][CH3:17])=[CH:11][C:10]=2[CH3:36])[CH2:4][O:3]1.CC1(C)C2(CS(O)(=O)=O)C(CC1CC2)=O.C([O-])(O)=O.[Na+], predict the reaction product. The product is: [CH2:16]([C:15]([C:12]1[CH:13]=[CH:14][C:9]([O:8][CH2:7][C@@H:5]([OH:6])[CH2:4][OH:3])=[C:10]([CH3:36])[CH:11]=1)([C:20]1[CH:25]=[CH:24][C:23](/[C:26](/[CH3:34])=[CH:27]/[C:28]([CH2:29][CH3:30])([OH:31])[CH2:32][CH3:33])=[C:22]([CH3:35])[CH:21]=1)[CH2:18][CH3:19])[CH3:17]. (4) Given the reactants [F:1][C:2]([F:22])([F:21])[CH:3]1[CH2:7][CH2:6][N:5]([C:8]2[CH:17]=[C:16]3[C:11]([CH:12]=[CH:13][C:14]([C:18](O)=[O:19])=[N:15]3)=[CH:10][CH:9]=2)[CH2:4]1.[NH2:23][C:24]1[CH:25]=[N:26][CH:27]=[CH:28][C:29]=1[N:30]1[CH2:35][C@H:34]([CH3:36])[CH2:33][C@H:32]([NH:37]C(=O)OC(C)(C)C)[CH2:31]1, predict the reaction product. The product is: [NH2:37][C@H:32]1[CH2:33][C@@H:34]([CH3:36])[CH2:35][N:30]([C:29]2[CH:28]=[CH:27][N:26]=[CH:25][C:24]=2[NH:23][C:18]([C:14]2[CH:13]=[CH:12][C:11]3[C:16](=[CH:17][C:8]([N:5]4[CH2:6][CH2:7][CH:3]([C:2]([F:1])([F:22])[F:21])[CH2:4]4)=[CH:9][CH:10]=3)[N:15]=2)=[O:19])[CH2:31]1. (5) Given the reactants O=[C:2]1[CH2:5][N:4]([C:6]([O:8][C:9]([CH3:12])([CH3:11])[CH3:10])=[O:7])[CH2:3]1.C1(P(=[CH:32][CH:33]=[O:34])(C2C=CC=CC=2)C2C=CC=CC=2)C=CC=CC=1, predict the reaction product. The product is: [O:34]=[CH:33][CH:32]=[C:2]1[CH2:5][N:4]([C:6]([O:8][C:9]([CH3:12])([CH3:11])[CH3:10])=[O:7])[CH2:3]1.